This data is from Catalyst prediction with 721,799 reactions and 888 catalyst types from USPTO. The task is: Predict which catalyst facilitates the given reaction. (1) Reactant: [N+:1]([C:4]1[CH:21]=[CH:20][C:7]([CH2:8][N:9]2C(=O)C3C(=CC=CC=3)C2=O)=[CH:6][CH:5]=1)([O-:3])=[O:2].O.NN.O.C1(C)C=CC(S(O)(=O)=O)=CC=1. Product: [N+:1]([C:4]1[CH:5]=[CH:6][C:7]([CH2:8][NH2:9])=[CH:20][CH:21]=1)([O-:3])=[O:2]. The catalyst class is: 7. (2) Reactant: I[CH2:2][CH3:3].C([O-])([O-])=O.[K+].[K+].[OH:10][C:11]1[CH:12]=[C:13]([CH:16]=[CH:17][C:18]=1[N+:19]([O-:21])=[O:20])[CH:14]=[O:15].O. Product: [CH2:2]([O:10][C:11]1[CH:12]=[C:13]([CH:16]=[CH:17][C:18]=1[N+:19]([O-:21])=[O:20])[CH:14]=[O:15])[CH3:3]. The catalyst class is: 3. (3) Reactant: [NH2:1][C:2]1[N:7]=[C:6]([C:8]2[S:12][C:11]([CH:13]3[CH2:18][CH2:17][N:16](C(OC(C)(C)C)=O)[CH2:15][CH2:14]3)=[N:10][C:9]=2[C:26]2[CH:31]=[CH:30][CH:29]=[C:28]([NH:32][S:33]([C:36]3[CH:40]=[CH:39][O:38][CH:37]=3)(=[O:35])=[O:34])[C:27]=2[F:41])[CH:5]=[CH:4][N:3]=1.C(O)(C(F)(F)F)=O. Product: [NH2:1][C:2]1[N:7]=[C:6]([C:8]2[S:12][C:11]([CH:13]3[CH2:14][CH2:15][NH:16][CH2:17][CH2:18]3)=[N:10][C:9]=2[C:26]2[C:27]([F:41])=[C:28]([NH:32][S:33]([C:36]3[CH:40]=[CH:39][O:38][CH:37]=3)(=[O:34])=[O:35])[CH:29]=[CH:30][CH:31]=2)[CH:5]=[CH:4][N:3]=1. The catalyst class is: 4. (4) Reactant: C[O:2][C:3]1[CH:4]=[C:5]2[C:10](=[CH:11][CH:12]=1)[N:9]([C:13](=[O:15])[CH3:14])[C@@H:8]([CH3:16])[C@H:7]([CH3:17])[C@H:6]2[NH:18][C:19]1[CH:24]=[CH:23][CH:22]=[CH:21][CH:20]=1.B(Br)(Br)Br.ClCCl.CO. Product: [OH:2][C:3]1[CH:4]=[C:5]2[C:10](=[CH:11][CH:12]=1)[N:9]([C:13](=[O:15])[CH3:14])[C@@H:8]([CH3:16])[C@H:7]([CH3:17])[C@H:6]2[NH:18][C:19]1[CH:20]=[CH:21][CH:22]=[CH:23][CH:24]=1. The catalyst class is: 4. (5) Reactant: [F:1][C:2]([F:11])([F:10])[C:3]([NH:5][CH2:6][C:7]([OH:9])=[O:8])=[O:4].[C:12]1(/[C:18](=[CH:21]\[CH3:22])/[CH2:19]O)[CH:17]=[CH:16][CH:15]=[CH:14][CH:13]=1.C1(N=C=NC2CCCCC2)CCCCC1. Product: [F:1][C:2]([F:10])([F:11])[C:3]([NH:5][CH2:6][C:7]([O:9][CH2:19]/[C:18](/[C:12]1[CH:17]=[CH:16][CH:15]=[CH:14][CH:13]=1)=[CH:21]/[CH3:22])=[O:8])=[O:4]. The catalyst class is: 172. (6) Product: [Cl:1][C:2]1[CH:7]=[CH:6][C:5]([CH3:8])=[CH:4][C:3]=1[NH:9][C:10]1[C:11]([C:17]([N:55]2[CH2:56][CH2:57][CH:52]([C:49]3[CH:48]=[CH:47][C:46]([F:45])=[CH:51][CH:50]=3)[CH2:53][CH2:54]2)=[O:19])=[CH:12][NH:13][C:14](=[O:16])[CH:15]=1. Reactant: [Cl:1][C:2]1[CH:7]=[CH:6][C:5]([CH3:8])=[CH:4][C:3]=1[NH:9][C:10]1[C:11]([C:17]([OH:19])=O)=[CH:12][NH:13][C:14](=[O:16])[CH:15]=1.CN(C(ON1N=NC2C=CC=NC1=2)=[N+](C)C)C.F[P-](F)(F)(F)(F)F.Cl.[F:45][C:46]1[CH:51]=[CH:50][C:49]([CH:52]2[CH2:57][CH2:56][NH:55][CH2:54][CH2:53]2)=[CH:48][CH:47]=1.C(NC(C)C)(C)C.C(O)(=O)CC(CC(O)=O)(C(O)=O)O. The catalyst class is: 3. (7) Reactant: [Cl:1][C:2]1[CH:3]=[CH:4][C:5]2[NH:11][C:10](=[N:12][NH2:13])[C@@H:9]([CH2:14][C:15]([O:17][CH2:18][CH3:19])=[O:16])[O:8][C@H:7]([C:20]3[CH:25]=[CH:24][CH:23]=[C:22]([O:26][CH3:27])[C:21]=3[O:28][CH3:29])[C:6]=2[CH:30]=1.[CH:31]1([C:34](Cl)=[O:35])[CH2:33][CH2:32]1.C(=O)(O)[O-].[Na+]. Product: [Cl:1][C:2]1[CH:3]=[CH:4][C:5]2[NH:11][C:10](=[N:12][NH:13][C:34]([CH:31]3[CH2:33][CH2:32]3)=[O:35])[C@@H:9]([CH2:14][C:15]([O:17][CH2:18][CH3:19])=[O:16])[O:8][C@H:7]([C:20]3[CH:25]=[CH:24][CH:23]=[C:22]([O:26][CH3:27])[C:21]=3[O:28][CH3:29])[C:6]=2[CH:30]=1. The catalyst class is: 7. (8) Reactant: [OH:1][C:2]1[CH:7]=[C:6]([Cl:8])[N:5]=[N:4][C:3]=1Cl.[CH:10]1([C:13]2[CH:18]=[CH:17][CH:16]=[C:15]([CH3:19])[C:14]=2[OH:20])[CH2:12][CH2:11]1.C1C2C(CCCC2)CCC1.[OH-].[K+].Cl. Product: [Cl:8][C:6]1[N:5]=[N:4][C:3]([O:20][C:14]2[C:15]([CH3:19])=[CH:16][CH:17]=[CH:18][C:13]=2[CH:10]2[CH2:11][CH2:12]2)=[C:2]([OH:1])[CH:7]=1. The catalyst class is: 5. (9) Reactant: [F:1][C:2]([F:23])([F:22])[C:3]1[CH:8]=[CH:7][C:6]([C:9]2[C:13]3[CH:14]=[CH:15][C:16]([C:18]#[C:19][CH2:20][OH:21])=[CH:17][C:12]=3[S:11][N:10]=2)=[CH:5][CH:4]=1. Product: [F:23][C:2]([F:1])([F:22])[C:3]1[CH:4]=[CH:5][C:6]([C:9]2[C:13]3[CH:14]=[CH:15][C:16]([CH2:18][CH2:19][CH2:20][OH:21])=[CH:17][C:12]=3[S:11][N:10]=2)=[CH:7][CH:8]=1. The catalyst class is: 458. (10) The catalyst class is: 3. Product: [CH2:17]([N:6]1[CH2:5][CH2:4][C:3]2[C:8](=[CH:9][C:10]([C:12]([O:14][CH3:15])=[O:13])=[CH:11][C:2]=2[O:1][C:28]2[CH:29]=[CH:30][C:25]([S:22]([CH3:21])(=[O:24])=[O:23])=[CH:26][CH:27]=2)[C:7]1=[O:16])[CH:18]([CH3:20])[CH3:19]. Reactant: [OH:1][C:2]1[CH:11]=[C:10]([C:12]([O:14][CH3:15])=[O:13])[CH:9]=[C:8]2[C:3]=1[CH2:4][CH2:5][N:6]([CH2:17][CH:18]([CH3:20])[CH3:19])[C:7]2=[O:16].[CH3:21][S:22]([C:25]1[CH:30]=[CH:29][C:28](F)=[CH:27][CH:26]=1)(=[O:24])=[O:23].C([O-])([O-])=O.[Cs+].[Cs+].